This data is from Full USPTO retrosynthesis dataset with 1.9M reactions from patents (1976-2016). The task is: Predict the reactants needed to synthesize the given product. (1) Given the product [CH:1]1([N:6]2[CH2:12][C:11]([F:14])([F:13])[C:10](=[O:15])[N:9]([CH3:16])[C:8]3[CH:17]=[N:18][C:19]([NH:21][C:22]4[CH:23]=[CH:24][C:25]([C:28]([NH:62][CH:59]5[CH2:60][CH2:61][N:56]([CH3:55])[CH2:57][CH2:58]5)=[O:29])=[N:26][CH:27]=4)=[N:20][C:7]2=3)[CH2:5][CH2:4][CH2:3][CH2:2]1, predict the reactants needed to synthesize it. The reactants are: [CH:1]1([N:6]2[CH2:12][C:11]([F:14])([F:13])[C:10](=[O:15])[N:9]([CH3:16])[C:8]3[CH:17]=[N:18][C:19]([NH:21][C:22]4[CH:23]=[CH:24][C:25]([C:28](O)=[O:29])=[N:26][CH:27]=4)=[N:20][C:7]2=3)[CH2:5][CH2:4][CH2:3][CH2:2]1.CN(C(ON1N=NC2C=CC=NC1=2)=[N+](C)C)C.F[P-](F)(F)(F)(F)F.[CH3:55][N:56]1[CH2:61][CH2:60][CH:59]([NH2:62])[CH2:58][CH2:57]1. (2) Given the product [NH2:1][C:2]1[C:7]([C:8]#[N:9])=[C:6]([N:10]2[CH2:15][CH2:14][CH:13]([C:16]3[N:17]([CH2:32][CH2:33][NH:34][CH2:35][CH2:36][O:40][CH3:39])[CH:18]=[C:19]([C:21]4[CH:26]=[CH:25][C:24]([F:27])=[C:23]([C:28]([F:31])([F:30])[F:29])[CH:22]=4)[N:20]=3)[CH2:12][CH2:11]2)[N:5]=[CH:4][N:3]=1, predict the reactants needed to synthesize it. The reactants are: [NH2:1][C:2]1[C:7]([C:8]#[N:9])=[C:6]([N:10]2[CH2:15][CH2:14][CH:13]([C:16]3[N:17]([CH2:32][CH2:33][NH:34][CH2:35][CH:36]4CC4)[CH:18]=[C:19]([C:21]4[CH:26]=[CH:25][C:24]([F:27])=[C:23]([C:28]([F:31])([F:30])[F:29])[CH:22]=4)[N:20]=3)[CH2:12][CH2:11]2)[N:5]=[CH:4][N:3]=1.[CH3:39][O:40]CCN. (3) Given the product [Cl:1][C:2]1[CH:7]=[C:6]([Cl:8])[CH:5]=[CH:4][C:3]=1[C:9]1[N:10]=[C:11]([NH:14][C:34]([C:28]2[N:29]=[CH:30][C:31]3[C:26]([CH:27]=2)=[CH:25][C:24]([O:23][C:22]2[CH:37]=[CH:38][C:19]([C:15]([CH3:18])([CH3:17])[CH3:16])=[CH:20][CH:21]=2)=[CH:33][CH:32]=3)=[O:35])[NH:12][CH:13]=1, predict the reactants needed to synthesize it. The reactants are: [Cl:1][C:2]1[CH:7]=[C:6]([Cl:8])[CH:5]=[CH:4][C:3]=1[C:9]1[N:10]=[C:11]([NH2:14])[NH:12][CH:13]=1.[C:15]([C:19]1[CH:38]=[CH:37][C:22]([O:23][C:24]2[CH:25]=[C:26]3[C:31](=[CH:32][CH:33]=2)[CH:30]=[N:29][C:28]([C:34](O)=[O:35])=[CH:27]3)=[CH:21][CH:20]=1)([CH3:18])([CH3:17])[CH3:16]. (4) Given the product [CH3:9][N:10]([CH3:12])[CH:11]=[CH:4][C:3](=[O:5])[CH:2]([CH3:6])[CH3:1], predict the reactants needed to synthesize it. The reactants are: [CH3:1][CH:2]([CH3:6])[C:3](=[O:5])[CH3:4].CO[CH:9](OC)[N:10]([CH3:12])[CH3:11]. (5) Given the product [CH2:14]([Sn:18]([CH2:23][CH2:11][CH2:9][CH3:12])([CH2:19][CH2:20][CH2:21][CH3:22])[C:5]1[S:1][C:2]2[CH:8]=[C:7]([Sn:18]([CH2:23][CH2:24][CH2:25][CH3:26])([CH2:19][CH2:20][CH2:21][CH3:22])[CH2:14][CH2:15][CH2:16][CH3:17])[S:6][C:3]=2[CH:4]=1)[CH2:15][CH2:16][CH3:17], predict the reactants needed to synthesize it. The reactants are: [S:1]1[CH:5]=[CH:4][C:3]2[S:6][CH:7]=[CH:8][C:2]1=2.[C:9]([Li])([CH3:12])([CH3:11])C.[CH2:14]([Sn:18](Cl)([CH2:23][CH2:24][CH2:25][CH3:26])[CH2:19][CH2:20][CH2:21][CH3:22])[CH2:15][CH2:16][CH3:17]. (6) Given the product [CH:1]1([C:4]2[CH:5]=[CH:6][C:7]([C:12]([F:19])([F:18])[C:13]([O:15][CH2:16][CH3:17])=[O:14])=[N:8][CH:9]=2)[CH2:3][CH2:2]1, predict the reactants needed to synthesize it. The reactants are: [CH:1]1([C:4]2[CH:5]=[CH:6][C:7](I)=[N:8][CH:9]=2)[CH2:3][CH2:2]1.Br[C:12]([F:19])([F:18])[C:13]([O:15][CH2:16][CH3:17])=[O:14].[Cl-].[NH4+]. (7) Given the product [CH3:12][O:13][C:14](=[O:35])[C:15]1[CH:20]=[CH:19][C:18]([NH:21][C:22]([C:24]2[CH:33]=[C:32]3[C:27]([CH2:28][CH2:29][CH2:30][N:31]3[S:8]([C:4]3[CH:5]=[CH:6][CH:7]=[C:2]([F:1])[CH:3]=3)(=[O:10])=[O:9])=[CH:26][CH:25]=2)=[O:23])=[CH:17][C:16]=1[Cl:34], predict the reactants needed to synthesize it. The reactants are: [F:1][C:2]1[CH:3]=[C:4]([S:8](Cl)(=[O:10])=[O:9])[CH:5]=[CH:6][CH:7]=1.[CH3:12][O:13][C:14](=[O:35])[C:15]1[CH:20]=[CH:19][C:18]([NH:21][C:22]([C:24]2[CH:33]=[C:32]3[C:27]([CH2:28][CH2:29][CH2:30][NH:31]3)=[CH:26][CH:25]=2)=[O:23])=[CH:17][C:16]=1[Cl:34].N1C=CC=CC=1. (8) Given the product [CH2:1]([O:3][C@H:4]([C:10]1[CH:15]=[CH:14][C:13]([O:16][CH:23]2[C:24]3[C:20](=[C:19]([CH2:17][CH3:18])[CH:27]=[CH:26][CH:25]=3)[CH2:21][CH2:22]2)=[CH:12][CH:11]=1)[CH2:5][C:6]([O:8][CH3:9])=[O:7])[CH3:2], predict the reactants needed to synthesize it. The reactants are: [CH2:1]([O:3][C@H:4]([C:10]1[CH:15]=[CH:14][C:13]([OH:16])=[CH:12][CH:11]=1)[CH2:5][C:6]([O:8][CH3:9])=[O:7])[CH3:2].[CH2:17]([C:19]1[CH:27]=[CH:26][CH:25]=[C:24]2[C:20]=1[CH2:21][CH2:22][CH:23]2O)[CH3:18].C1(P(C2C=CC=CC=2)C2C=CC=CC=2)C=CC=CC=1.C1(C)C=CC=CC=1.N(C(OCC)=O)=NC(OCC)=O.